Predict the reactants needed to synthesize the given product. From a dataset of Full USPTO retrosynthesis dataset with 1.9M reactions from patents (1976-2016). The reactants are: C[O:2][C:3](=[O:38])[C:4]1[CH:9]=[CH:8][CH:7]=[C:6]([N:10]2[C:14]([NH:15][C:16]([NH:18][C:19]3[CH:24]=[CH:23][C:22]([O:25][C:26]4[CH:31]=[CH:30][N:29]=[C:28]([CH3:32])[CH:27]=4)=[CH:21][C:20]=3[F:33])=[O:17])=[CH:13][C:12]([C:34]([CH3:37])([CH3:36])[CH3:35])=[N:11]2)[CH:5]=1.COC(=O)C1C=CC(N2C(NC(NC3C=CC(OC4C=CN=C(C)C=4)=CC=3F)=O)=CC(C(C)(C)C)=N2)=CC=1.[OH-].[K+]. Given the product [C:34]([C:12]1[CH:13]=[C:14]([NH:15][C:16]([NH:18][C:19]2[CH:24]=[CH:23][C:22]([O:25][C:26]3[CH:31]=[CH:30][N:29]=[C:28]([CH3:32])[CH:27]=3)=[CH:21][C:20]=2[F:33])=[O:17])[N:10]([C:6]2[CH:5]=[C:4]([CH:9]=[CH:8][CH:7]=2)[C:3]([OH:38])=[O:2])[N:11]=1)([CH3:37])([CH3:35])[CH3:36], predict the reactants needed to synthesize it.